Dataset: Forward reaction prediction with 1.9M reactions from USPTO patents (1976-2016). Task: Predict the product of the given reaction. Given the reactants [CH2:1]([N:4]1[C:13]2[C:8](=[CH:9][CH:10]=[C:11]([OH:14])[CH:12]=2)[CH2:7][CH2:6][CH2:5]1)[C:2]#[CH:3].[H-].[Na+].[CH:17]([N:20]([CH:24]([CH3:26])[CH3:25])[C:21](Cl)=[O:22])([CH3:19])[CH3:18], predict the reaction product. The product is: [CH:17]([N:20]([CH:24]([CH3:26])[CH3:25])[C:21](=[O:22])[O:14][C:11]1[CH:12]=[C:13]2[C:8]([CH2:7][CH2:6][CH2:5][N:4]2[CH2:1][C:2]#[CH:3])=[CH:9][CH:10]=1)([CH3:19])[CH3:18].